This data is from NCI-60 drug combinations with 297,098 pairs across 59 cell lines. The task is: Regression. Given two drug SMILES strings and cell line genomic features, predict the synergy score measuring deviation from expected non-interaction effect. Drug 2: C1=CC=C(C=C1)NC(=O)CCCCCCC(=O)NO. Cell line: CCRF-CEM. Synergy scores: CSS=25.4, Synergy_ZIP=-11.3, Synergy_Bliss=-13.7, Synergy_Loewe=-44.4, Synergy_HSA=-15.0. Drug 1: C1CCC(C1)C(CC#N)N2C=C(C=N2)C3=C4C=CNC4=NC=N3.